The task is: Predict the reactants needed to synthesize the given product.. This data is from Full USPTO retrosynthesis dataset with 1.9M reactions from patents (1976-2016). (1) The reactants are: [NH2:1][C:2]1[C:3]2[C:10]([C:11]3[CH:16]=[CH:15][C:14]([CH3:17])=[CH:13][CH:12]=3)=[C:9]([CH:18]=O)[N:8]([CH2:20][CH2:21][CH2:22][O:23][Si](C(C)(C)C)(C)C)[C:4]=2[N:5]=[CH:6][N:7]=1.N1CCCCC1.[CH:37]([NH:40][C:41](=[O:45])[CH2:42][C:43]#[N:44])([CH3:39])[CH3:38].C1C=CC=CC=1. Given the product [NH2:1][C:2]1[C:3]2[C:10]([C:11]3[CH:12]=[CH:13][C:14]([CH3:17])=[CH:15][CH:16]=3)=[C:9]([CH:18]=[C:42]([C:43]#[N:44])[C:41]([NH:40][CH:37]([CH3:39])[CH3:38])=[O:45])[N:8]([CH2:20][CH2:21][CH2:22][OH:23])[C:4]=2[N:5]=[CH:6][N:7]=1, predict the reactants needed to synthesize it. (2) Given the product [CH3:18][C:16]1[CH:17]=[C:12]([C:8]2[CH:7]=[C:6]([NH:4][CH2:3][CH2:1][OH:2])[CH:11]=[N:10][CH:9]=2)[CH:13]=[C:14]([NH:19][C:20]2[N:25]=[C:24]([C:26]([F:28])([F:29])[F:27])[CH:23]=[CH:22][N:21]=2)[CH:15]=1, predict the reactants needed to synthesize it. The reactants are: [CH2:1]([CH2:3][NH2:4])[OH:2].F[C:6]1[CH:7]=[C:8]([C:12]2[CH:13]=[C:14]([NH:19][C:20]3[N:25]=[C:24]([C:26]([F:29])([F:28])[F:27])[CH:23]=[CH:22][N:21]=3)[CH:15]=[C:16]([CH3:18])[CH:17]=2)[CH:9]=[N:10][CH:11]=1.[H-].[Na+]. (3) Given the product [F:27][CH:26]([F:28])[CH2:25][O:24][C:21]1[CH:20]=[C:19]2[C:18](=[CH:23][CH:22]=1)[N:4]([CH:5]1[CH2:6][CH2:7][N:8]([C:11]([O:13][C:14]([CH3:16])([CH3:17])[CH3:15])=[O:12])[CH2:9][CH2:10]1)[C:1](=[O:3])[NH:2][C:29]2=[O:30], predict the reactants needed to synthesize it. The reactants are: [C:1]([N:4]([C:18]1[CH:23]=[CH:22][C:21]([O:24][CH2:25][CH:26]([F:28])[F:27])=[CH:20][C:19]=1[C:29](OC)=[O:30])[CH:5]1[CH2:10][CH2:9][N:8]([C:11]([O:13][C:14]([CH3:17])([CH3:16])[CH3:15])=[O:12])[CH2:7][CH2:6]1)(=[O:3])[NH2:2].[OH-].[Na+]. (4) Given the product [N:1]1([NH:10][C:11]([NH:20][C:21]2[CH:22]=[C:23]3[C:28](=[CH:29][CH:30]=2)[N:27]=[CH:26][CH:25]=[CH:24]3)=[O:19])[C:9]2[C:4](=[CH:5][CH:6]=[CH:7][CH:8]=2)[CH:3]=[CH:2]1, predict the reactants needed to synthesize it. The reactants are: [N:1]1([NH:10][C:11](=[O:19])OC2C=CC=CC=2)[C:9]2[C:4](=[CH:5][CH:6]=[CH:7][CH:8]=2)[CH:3]=[CH:2]1.[NH2:20][C:21]1[CH:22]=[C:23]2[C:28](=[CH:29][CH:30]=1)[N:27]=[CH:26][CH:25]=[CH:24]2. (5) Given the product [F:8][C:9]([F:22])([F:21])[S:10]([O:7][CH2:6][C@H:2]1[CH2:3][CH2:4][CH2:5][O:1]1)(=[O:12])=[O:11], predict the reactants needed to synthesize it. The reactants are: [O:1]1[CH2:5][CH2:4][CH2:3][C@@H:2]1[CH2:6][OH:7].[F:8][C:9]([F:22])([F:21])[S:10](O[S:10]([C:9]([F:22])([F:21])[F:8])(=[O:12])=[O:11])(=[O:12])=[O:11].CC1C=CC=C(C)N=1. (6) Given the product [NH2:28][C:25]1[CH:26]=[CH:27][C:22]([NH:21][C:17]2[N:16]=[C:15]([C:13]3[CH:12]=[N:11][N:10]([CH:6]([CH:1]4[CH2:5][CH2:4][CH2:3][CH2:2]4)[CH2:7][C:8]#[N:9])[CH:14]=3)[CH:20]=[CH:19][N:18]=2)=[CH:23][CH:24]=1, predict the reactants needed to synthesize it. The reactants are: [CH:1]1([CH:6]([N:10]2[CH:14]=[C:13]([C:15]3[CH:20]=[CH:19][N:18]=[C:17]([NH:21][C:22]4[CH:27]=[CH:26][C:25]([N+:28]([O-])=O)=[CH:24][CH:23]=4)[N:16]=3)[CH:12]=[N:11]2)[CH2:7][C:8]#[N:9])[CH2:5][CH2:4][CH2:3][CH2:2]1. (7) Given the product [NH2:1][C@@H:2]([C@@H:6]([O:8][CH3:9])[CH3:7])[C:3]([O:5][C:20]([CH3:23])([CH3:22])[CH3:21])=[O:4], predict the reactants needed to synthesize it. The reactants are: [NH2:1][C@@H:2]([C@@H:6]([O:8][CH3:9])[CH3:7])[C:3]([OH:5])=[O:4].Cl(O)(=O)(=O)=O.C([O-])(O)=O.[Na+].[C:20](OC(C)=O)([CH3:23])([CH3:22])[CH3:21]. (8) Given the product [NH2:14][C:13]1[C:10]([C:11]#[N:12])=[C:3]([C:4]2[CH:9]=[CH:8][CH:7]=[CH:6][CH:5]=2)[N:2]([CH3:1])[C:22]=1[C:23]([O:25][CH3:26])=[O:24], predict the reactants needed to synthesize it. The reactants are: [CH3:1][NH:2][C:3](=[C:10]([C:13]#[N:14])[C:11]#[N:12])[C:4]1[CH:9]=[CH:8][CH:7]=[CH:6][CH:5]=1.C(=O)([O-])[O-].[K+].[K+].Br[CH2:22][C:23]([O:25][CH3:26])=[O:24]. (9) Given the product [Cl:20][C:8]1[C:7]2[C:12](=[C:3]([O:2][CH3:1])[CH:4]=[CH:5][CH:6]=2)[N:11]=[C:10]([C:13]([F:16])([F:15])[F:14])[CH:9]=1, predict the reactants needed to synthesize it. The reactants are: [CH3:1][O:2][C:3]1[CH:4]=[CH:5][CH:6]=[C:7]2[C:12]=1[N:11]=[C:10]([C:13]([F:16])([F:15])[F:14])[CH2:9][C:8]2=O.P(Cl)(Cl)([Cl:20])=O.